The task is: Predict the product of the given reaction.. This data is from Forward reaction prediction with 1.9M reactions from USPTO patents (1976-2016). Given the reactants [NH2:1][C:2]1[CH:7]=[CH:6][C:5]([O:8][C:9](=[O:23])[CH2:10][O:11][CH2:12][C:13]([O:15][C:16]2[CH:21]=[CH:20][C:19]([NH2:22])=[CH:18][CH:17]=2)=[O:14])=[CH:4][CH:3]=1.[O:24]=[C:25](Cl)OC(Cl)(Cl)Cl.[O:32]1CCOC[CH2:33]1, predict the reaction product. The product is: [N:22]([C:19]1[CH:18]=[CH:17][C:16]([O:15][C:13](=[O:14])[CH2:12][O:11][CH2:10][C:9]([O:8][C:5]2[CH:6]=[CH:7][C:2]([N:1]=[C:33]=[O:32])=[CH:3][CH:4]=2)=[O:23])=[CH:21][CH:20]=1)=[C:25]=[O:24].